Task: Predict the product of the given reaction.. Dataset: Forward reaction prediction with 1.9M reactions from USPTO patents (1976-2016) (1) The product is: [F:19][C:2]([F:1])([C:8]1[CH:13]=[CH:12][C:11]([S:14][C:15]([F:16])([F:17])[F:18])=[CH:10][N:9]=1)[C:3]([OH:5])=[O:4]. Given the reactants [F:1][C:2]([F:19])([C:8]1[CH:13]=[CH:12][C:11]([S:14][C:15]([F:18])([F:17])[F:16])=[CH:10][N:9]=1)[C:3]([O:5]CC)=[O:4].C(O)C.O.[OH-].[Li+], predict the reaction product. (2) Given the reactants [Cl:1][CH2:2][CH2:3]Cl.[CH:5]1([C:9]2[CH:14]=[CH:13]C(CO)=[CH:11][C:10]=2[C:17]([F:20])([F:19])[F:18])[CH2:8][CH2:7][CH2:6]1.S(Cl)(Cl)=O, predict the reaction product. The product is: [Cl:1][CH2:2][C:3]1[CH:13]=[CH:14][C:9]([CH:5]2[CH2:8][CH2:7][CH2:6]2)=[C:10]([C:17]([F:18])([F:20])[F:19])[CH:11]=1. (3) Given the reactants F[C:2]1[CH:28]=[CH:27][C:5]2[N:6]=[C:7]([C:9]3[C:10]([NH2:26])=[N:11][CH:12]=[C:13]([C:15]4[CH:16]=[N:17][N:18]([CH:20]5[CH2:25][CH2:24][NH:23][CH2:22][CH2:21]5)[CH:19]=4)[CH:14]=3)[S:8][C:4]=2[CH:3]=1.ClC1SC2C=C([C:39]([F:42])([F:41])[F:40])C=CC=2N=1, predict the reaction product. The product is: [NH:23]1[CH2:22][CH2:21][CH:20]([N:18]2[CH:19]=[C:15]([C:13]3[CH:14]=[C:9]([C:7]4[S:8][C:4]5[CH:3]=[C:2]([C:39]([F:42])([F:41])[F:40])[CH:28]=[CH:27][C:5]=5[N:6]=4)[C:10]([NH2:26])=[N:11][CH:12]=3)[CH:16]=[N:17]2)[CH2:25][CH2:24]1. (4) Given the reactants [C:1]([C:3]1[C:4]([F:17])=[C:5]([NH:9]C(=O)OC(C)(C)C)[CH:6]=[CH:7][CH:8]=1)#[CH:2].FC(F)(F)C(O)=O.[Cl:25]CCl, predict the reaction product. The product is: [ClH:25].[C:1]([C:3]1[C:4]([F:17])=[C:5]([CH:6]=[CH:7][CH:8]=1)[NH2:9])#[CH:2]. (5) Given the reactants [N+:1]([C:4]1[CH:14]=[CH:13][C:7]([CH:8]=[CH:9][C:10]([OH:12])=[O:11])=[CH:6][CH:5]=1)([O-:3])=[O:2].S(Cl)(Cl)=O.[N+:19]([C:22]1[CH:27]=[CH:26][C:25](O)=[CH:24][CH:23]=1)([O-:21])=[O:20].[N+](C1C=CC(C=CC(Cl)=O)=CC=1)([O-])=O, predict the reaction product. The product is: [N+:19]([C:22]1[CH:27]=[CH:26][C:25]([O:11][C:10](=[O:12])[CH:9]=[CH:8][C:7]2[CH:6]=[CH:5][C:4]([N+:1]([O-:3])=[O:2])=[CH:14][CH:13]=2)=[CH:24][CH:23]=1)([O-:21])=[O:20]. (6) Given the reactants [NH2:1][CH2:2][C@@H:3]([C@H:5]([C@@H:7]([C@@H:9]([CH2:11][OH:12])[OH:10])[OH:8])[OH:6])[OH:4].[C:13](O[C:13]([O:15][C:16]([CH3:19])([CH3:18])[CH3:17])=[O:14])([O:15][C:16]([CH3:19])([CH3:18])[CH3:17])=[O:14], predict the reaction product. The product is: [C:16]([O:15][C:13](=[O:14])[NH:1][CH2:2][CH:3]([OH:4])[CH:5]([OH:6])[CH:7]([OH:8])[CH:9]([OH:10])[CH2:11][OH:12])([CH3:19])([CH3:18])[CH3:17].